Dataset: Reaction yield outcomes from USPTO patents with 853,638 reactions. Task: Predict the reaction yield, written as a fraction of the theoretical maximum amount of product (1.0 means a 100% yield; for example, 0.34 means a 34% yield). (1) The product is [CH2:1]([N:3]([CH2:20][C:21]1[N:22]=[C:23]([C:27]2[CH:28]=[C:29]([CH:33]=[CH:34][CH:35]=2)[C:30]([NH:40][CH3:39])=[O:32])[O:24][C:25]=1[CH3:26])[C:4]1[CH:5]=[CH:6][C:7]([C:10]([OH:19])([C:11]([F:14])([F:12])[F:13])[C:15]([F:18])([F:16])[F:17])=[CH:8][CH:9]=1)[CH3:2]. The yield is 0.750. The catalyst is CN(C=O)C.CCOCC. The reactants are [CH2:1]([N:3]([CH2:20][C:21]1[N:22]=[C:23]([C:27]2[CH:28]=[C:29]([CH:33]=[CH:34][CH:35]=2)[C:30]([OH:32])=O)[O:24][C:25]=1[CH3:26])[C:4]1[CH:9]=[CH:8][C:7]([C:10]([OH:19])([C:15]([F:18])([F:17])[F:16])[C:11]([F:14])([F:13])[F:12])=[CH:6][CH:5]=1)[CH3:2].Cl.CN.[CH3:39][N:40]1CCOCC1.CCN=C=NCCCN(C)C.C1C=CC2N(O)N=NC=2C=1.[NH4+].[Cl-]. (2) The product is [CH3:1][O:2][C:3]([CH:4]1[CH2:8][CH:7]([O:9][S:25]([C:22]2[CH:23]=[CH:24][C:19]([CH3:18])=[CH:20][CH:21]=2)(=[O:27])=[O:26])[CH2:6][N:5]1[C:10]([O:12][C:13]([CH3:14])([CH3:16])[CH3:15])=[O:11])=[O:17]. The yield is 0.920. The reactants are [CH3:1][O:2][C:3](=[O:17])[C@@H:4]1[CH2:8][C@@H:7]([OH:9])[CH2:6][N:5]1[C:10]([O:12][C:13]([CH3:16])([CH3:15])[CH3:14])=[O:11].[CH3:18][C:19]1[CH:24]=[CH:23][C:22]([S:25](Cl)(=[O:27])=[O:26])=[CH:21][CH:20]=1. The catalyst is N1C=CC=CC=1.C(Cl)Cl. (3) The reactants are [CH3:1][N:2]1[C@@H:19]2[CH2:20][C:7]3[CH:8]=[CH:9][C:10]([O:22][CH3:23])=[C:11]4[O:12][C@H:13]5[C:14]([CH2:16][CH2:17][C@:18]2([OH:21])[C@:5]5([C:6]=34)[CH2:4][CH2:3]1)=[O:15].C(O)C.[ClH:27]. The catalyst is C(O)(C)C. The product is [CH3:1][N:2]1[C@@H:19]2[CH2:20][C:7]3[CH:8]=[CH:9][C:10]([O:22][CH3:23])=[C:11]4[O:12][C@H:13]5[C:14]([CH2:16][CH2:17][C@:18]2([OH:21])[C@:5]5([C:6]=34)[CH2:4][CH2:3]1)=[O:15].[ClH:27]. The yield is 0.850. (4) The reactants are [CH3:1][C:2]1[CH:11]=[CH:10][C:5]([C:6]([O:8]C)=[O:7])=[CH:4][C:3]=1[C:12]1[NH:16][C:15]2[CH2:17][O:18][CH2:19][CH2:20][C:14]=2[N:13]=1.[OH-].[Na+]. The catalyst is CO.O. The product is [CH3:1][C:2]1[CH:11]=[CH:10][C:5]([C:6]([OH:8])=[O:7])=[CH:4][C:3]=1[C:12]1[NH:16][C:15]2[CH2:17][O:18][CH2:19][CH2:20][C:14]=2[N:13]=1. The yield is 0.890. (5) The reactants are [F:1][C:2]1[C:3]([C:11]([F:14])([F:13])[F:12])=[C:4]([CH:8]([OH:10])[CH3:9])[CH:5]=[CH:6][CH:7]=1.[H-].[Na+].[CH3:17][O:18][C:19](=[O:44])[C:20]1[CH:25]=[CH:24][C:23]([C:26]2[CH:27]=[N:28][C:29]([NH2:43])=[C:30](OS(C3C=CC(C)=CC=3)(=O)=O)[CH:31]=2)=[CH:22][CH:21]=1. The catalyst is CN(C=O)C.CCOC(C)=O.O. The product is [CH3:17][O:18][C:19](=[O:44])[C:20]1[CH:21]=[CH:22][C:23]([C:26]2[CH:27]=[N:28][C:29]([NH2:43])=[C:30]([O:10][CH:8]([C:4]3[CH:5]=[CH:6][CH:7]=[C:2]([F:1])[C:3]=3[C:11]([F:12])([F:13])[F:14])[CH3:9])[CH:31]=2)=[CH:24][CH:25]=1. The yield is 0.340. (6) The reactants are [C:1]([CH:3]([CH:11]([C:22]1[CH:27]=[CH:26][CH:25]=[CH:24][C:23]=1[O:28][CH3:29])[C:12]1[C:21]2[C:16](=[CH:17][CH:18]=[CH:19][CH:20]=2)[N:15]=[CH:14][CH:13]=1)[C:4]([O:6][C:7]([CH3:10])([CH3:9])[CH3:8])=[O:5])#[N:2].[H-].[Na+].Cl.[N:33]1[CH:38]=[CH:37][CH:36]=[C:35]([CH2:39]Cl)[CH:34]=1.O. The catalyst is CN(C=O)C. The product is [C:1]([C:3]([CH2:39][C:35]1[CH:34]=[N:33][CH:38]=[CH:37][CH:36]=1)([CH:11]([C:22]1[CH:27]=[CH:26][CH:25]=[CH:24][C:23]=1[O:28][CH3:29])[C:12]1[C:21]2[C:16](=[CH:17][CH:18]=[CH:19][CH:20]=2)[N:15]=[CH:14][CH:13]=1)[C:4]([O:6][C:7]([CH3:8])([CH3:10])[CH3:9])=[O:5])#[N:2]. The yield is 0.790. (7) The reactants are C[O:2][C:3]([C:5]1[N:6]=[CH:7][C:8]([N:11]2[CH2:16][CH2:15][N:14]([C:17]3[N:18]=[N:19][C:20]([CH2:25][C:26]4[CH:31]=[CH:30][CH:29]=[CH:28][CH:27]=4)=[C:21]([CH3:24])[C:22]=3[CH3:23])[CH2:13][C@H:12]2[CH3:32])=[N:9][CH:10]=1)=[O:4].[Li+].[OH-].O.C1COCC1. The catalyst is CO. The product is [CH2:25]([C:20]1[N:19]=[N:18][C:17]([N:14]2[CH2:15][CH2:16][N:11]([C:8]3[CH:7]=[N:6][C:5]([C:3]([OH:4])=[O:2])=[CH:10][N:9]=3)[C@H:12]([CH3:32])[CH2:13]2)=[C:22]([CH3:23])[C:21]=1[CH3:24])[C:26]1[CH:31]=[CH:30][CH:29]=[CH:28][CH:27]=1. The yield is 0.840. (8) The reactants are [C:1]([C:3]1[CH:4]=[C:5]([CH:20]=[CH:21][CH:22]=1)[CH2:6][CH:7]1[CH2:12][CH2:11][N:10](C(OC(C)(C)C)=O)[CH2:9][CH2:8]1)#[N:2].FC(F)(F)S(OS(C(F)(F)F)(=O)=O)(=O)=[O:26].C(=O)(O)[O-].[Na+].[Cl:43]CCl. No catalyst specified. The product is [ClH:43].[NH:10]1[CH2:11][CH2:12][CH:7]([CH2:6][C:5]2[CH:4]=[C:3]([CH:22]=[CH:21][CH:20]=2)[C:1]([NH2:2])=[O:26])[CH2:8][CH2:9]1. The yield is 0.500. (9) The reactants are [Cl:1][C:2]1[CH:3]=[C:4]([NH:8][C:9]2[C:14]3[N:15]=[CH:16][N:17]([CH3:18])[C:13]=3[C:12]([C:19]([OH:21])=O)=[CH:11][N:10]=2)[CH:5]=[CH:6][CH:7]=1.C(N(CC)C(C)C)(C)C.F[P-](F)(F)(F)(F)F.N1(OC(N(C)C)=[N+](C)C)C2C=CC=CC=2N=N1.[NH:55]1[CH2:60][CH2:59][O:58][CH2:57][CH2:56]1.Cl. The catalyst is CN(C=O)C.C(Cl)Cl.CO. The product is [Cl:1][C:2]1[CH:3]=[C:4]([NH:8][C:9]2[C:14]3[N:15]=[CH:16][N:17]([CH3:18])[C:13]=3[C:12]([C:19]([N:55]3[CH2:60][CH2:59][O:58][CH2:57][CH2:56]3)=[O:21])=[CH:11][N:10]=2)[CH:5]=[CH:6][CH:7]=1. The yield is 0.740.